This data is from Forward reaction prediction with 1.9M reactions from USPTO patents (1976-2016). The task is: Predict the product of the given reaction. (1) The product is: [CH3:6][O:7][C:8](=[O:27])[CH2:9][N:10]1[CH:14]=[C:13]([C:15]#[N:16])[C:12]([C:17]2[CH:18]=[C:19]([Cl:26])[CH:20]=[C:21]([NH2:23])[CH:22]=2)=[CH:11]1. Given the reactants COC(=O)C.[CH3:6][O:7][C:8](=[O:27])[CH2:9][N:10]1[CH:14]=[C:13]([C:15]#[N:16])[C:12]([C:17]2[CH:22]=[C:21]([N+:23]([O-])=O)[CH:20]=[C:19]([Cl:26])[CH:18]=2)=[CH:11]1, predict the reaction product. (2) Given the reactants [CH2:1]([C:8]1[CH:9]=[N:10][C:11]2[C:16]([C:17]=1[C:18]1[CH:19]=[C:20]([NH2:24])[CH:21]=[CH:22][CH:23]=1)=[CH:15][CH:14]=[CH:13][C:12]=2[C:25]([F:28])([F:27])[F:26])[C:2]1[CH:7]=[CH:6][CH:5]=[CH:4][CH:3]=1.[Br:29][C:30]1[CH:31]=[CH:32][C:33]([O:38][CH3:39])=[C:34]([CH:37]=1)[CH:35]=O, predict the reaction product. The product is: [CH2:1]([C:8]1[CH:9]=[N:10][C:11]2[C:16]([C:17]=1[C:18]1[CH:19]=[C:20]([NH:24][CH2:35][C:34]3[CH:37]=[C:30]([Br:29])[CH:31]=[CH:32][C:33]=3[O:38][CH3:39])[CH:21]=[CH:22][CH:23]=1)=[CH:15][CH:14]=[CH:13][C:12]=2[C:25]([F:28])([F:26])[F:27])[C:2]1[CH:3]=[CH:4][CH:5]=[CH:6][CH:7]=1.